This data is from Reaction yield outcomes from USPTO patents with 853,638 reactions. The task is: Predict the reaction yield, written as a fraction of the theoretical maximum amount of product (1.0 means a 100% yield; for example, 0.34 means a 34% yield). (1) The reactants are [NH4+].[Cl-].[CH3:3][C:4]1([CH3:20])[O:8][CH:7]([CH2:9][O:10][C:11]2[CH:16]=[CH:15][CH:14]=[C:13]([N+:17]([O-])=O)[CH:12]=2)[CH2:6][O:5]1.C(O)(C)C. The catalyst is [Fe].O. The product is [CH3:3][C:4]1([CH3:20])[O:8][CH:7]([CH2:9][O:10][C:11]2[CH:12]=[C:13]([CH:14]=[CH:15][CH:16]=2)[NH2:17])[CH2:6][O:5]1. The yield is 0.790. (2) The yield is 0.480. The catalyst is ClCCl. The product is [C:38]([O:37][CH:35]([O:51][C:49]([NH:11][CH2:10][CH:5]([CH2:4][CH:2]([CH3:1])[CH3:3])[CH2:6][C:7]([OH:9])=[O:8])=[O:50])[CH3:36])(=[O:42])[CH:39]([CH3:40])[CH3:41]. The reactants are [CH3:1][CH:2]([CH2:4][C@H:5]([CH2:10][NH2:11])[CH2:6][C:7]([OH:9])=[O:8])[CH3:3].C(N(CC)CC)C.C[Si](C)(C)Cl.C(=O)([O-])OC1C=CC([N+]([O-])=O)=CC=1[CH:35]([O:37][C:38](=[O:42])[CH:39]([CH3:41])[CH3:40])[CH3:36].C(O)(=O)CC(CC(O)=O)([C:49]([OH:51])=[O:50])O. (3) The reactants are [Br:1][C:2]1[CH:3]=[C:4]([CH:8]([C:10]2[CH:15]=[CH:14][CH:13]=[C:12]([Br:16])[CH:11]=2)[OH:9])[CH:5]=[CH:6][CH:7]=1. The catalyst is ClCCl.O=[Mn]=O. The product is [Br:1][C:2]1[CH:3]=[C:4]([C:8]([C:10]2[CH:15]=[CH:14][CH:13]=[C:12]([Br:16])[CH:11]=2)=[O:9])[CH:5]=[CH:6][CH:7]=1. The yield is 0.900. (4) The reactants are Cl.[NH2:2][C@@H:3]([CH2:16][C:17]1[C:18]2[CH:25]=[CH:24][CH:23]=[CH:22][C:19]=2[S:20][CH:21]=1)[C:4]([NH:6][CH:7]1[CH2:15][C:14]2[C:9](=[CH:10][CH:11]=[CH:12][CH:13]=2)[CH2:8]1)=[O:5].[CH2:26]([O:28][C:29]([CH2:31][C@@H:32]([CH2:36][CH2:37][CH2:38][CH3:39])[C:33](O)=[O:34])=[O:30])[CH3:27].C(Cl)CCl.C1C=CC2N(O)N=NC=2C=1.CN1CCOCC1. The catalyst is ClCCl. The product is [S:20]1[CH:21]=[C:17]([CH2:16][C@H:3]([NH:2][C:33]([C@H:32]([CH2:36][CH2:37][CH2:38][CH3:39])[CH2:31][C:29]([O:28][CH2:26][CH3:27])=[O:30])=[O:34])[C:4](=[O:5])[NH:6][CH:7]2[CH2:15][C:14]3[C:9](=[CH:10][CH:11]=[CH:12][CH:13]=3)[CH2:8]2)[C:18]2[CH:25]=[CH:24][CH:23]=[CH:22][C:19]1=2. The yield is 0.600. (5) The reactants are C([O:5][C:6]([CH2:8][N:9]1[CH2:17][CH2:16][N:15]([CH2:18][CH:19]([NH:56][CH2:57][C:58]([O:60]C(C)(C)C)=[O:59])[CH2:20][C:21]2[CH:26]=[CH:25][C:24]([NH:27][C:28](=[O:55])[CH2:29][CH2:30][CH:31]([CH:33]3[C:49]4([CH3:50])[CH:36]([CH:37]5[CH:46]([CH2:47][CH:48]4[OH:51])[C:45]4([CH3:52])[CH:40]([CH2:41][CH:42]([OH:53])[CH2:43][CH2:44]4)[CH2:39][CH:38]5[OH:54])[CH2:35][CH2:34]3)[CH3:32])=[CH:23][CH:22]=2)[CH2:14][CH2:13][N:12]([CH2:65][C:66]([O:68]C(C)(C)C)=[O:67])[CH2:11][CH2:10]1)=[O:7])(C)(C)C.Cl.CCOCC. The catalyst is O1CCOCC1. The product is [C:6]([CH2:8][N:9]1[CH2:17][CH2:16][N:15]([CH2:18][CH:19]([NH:56][CH2:57][C:58]([OH:60])=[O:59])[CH2:20][C:21]2[CH:26]=[CH:25][C:24]([NH:27][C:28](=[O:55])[CH2:29][CH2:30][CH:31]([CH:33]3[C:49]4([CH3:50])[CH:36]([CH:37]5[CH:46]([CH2:47][CH:48]4[OH:51])[C:45]4([CH3:52])[CH:40]([CH2:41][CH:42]([OH:53])[CH2:43][CH2:44]4)[CH2:39][CH:38]5[OH:54])[CH2:35][CH2:34]3)[CH3:32])=[CH:23][CH:22]=2)[CH2:14][CH2:13][N:12]([CH2:65][C:66]([OH:68])=[O:67])[CH2:11][CH2:10]1)([OH:7])=[O:5]. The yield is 0.970. (6) The reactants are [OH-:1].[Na+].[CH3:3][C:4]([NH:6][CH:7]1[C:11](=[O:12])[S:10][CH2:9][CH2:8]1)=[O:5]. The catalyst is Cl. The product is [C:4]([NH:6][C@H:7]([C:11]([OH:12])=[O:1])[CH2:8][CH2:9][SH:10])(=[O:5])[CH3:3]. The yield is 0.900. (7) The reactants are C1(P(C2C=CC=CC=2)C2C=CC=CC=2)C=CC=CC=1.[C:20]([O:24][C:25]([N:27]1[C:36]2[C:31](=[CH:32][CH:33]=[C:34]([CH2:37][CH2:38][OH:39])[N:35]=2)[CH2:30][CH2:29][CH2:28]1)=[O:26])([CH3:23])([CH3:22])[CH3:21].[CH2:40]([O:42][C:43](=[O:59])[CH2:44][CH:45]([N:49]1[C:57]2[C:52](=[CH:53][C:54](O)=[CH:55][CH:56]=2)[CH:51]=[CH:50]1)[CH2:46][CH2:47][CH3:48])[CH3:41].CC(OC(/N=N/C(OC(C)C)=O)=O)C. The catalyst is C1COCC1. The product is [C:20]([O:24][C:25]([N:27]1[C:36]2[C:31](=[CH:32][CH:33]=[C:34]([CH2:37][CH2:38][O:39][C:54]3[CH:53]=[C:52]4[C:57](=[CH:56][CH:55]=3)[N:49]([CH:45]([CH2:44][C:43]([O:42][CH2:40][CH3:41])=[O:59])[CH2:46][CH2:47][CH3:48])[CH:50]=[CH:51]4)[N:35]=2)[CH2:30][CH2:29][CH2:28]1)=[O:26])([CH3:23])([CH3:22])[CH3:21]. The yield is 0.130. (8) The reactants are FC1C=C(O)C=CC=1CN1CCN(C)CC1.F[C:18]1[CH:19]=[C:20]([CH:33]=[CH:34][C:35]=1[CH2:36][N:37]1[CH2:42][CH2:41]N(C)[CH2:39][CH2:38]1)[O:21][CH:22]1[CH2:25][N:24](C(OC(C)(C)C)=O)[CH2:23]1.N1CC(OC2C=CC(CN3CCN(C)CC3)=C(F)C=2)C1.N1CCCC1.COC1C=CC(C=O)=C([C:79]([F:82])([F:81])[F:80])C=1. The product is [NH:24]1[CH2:23][CH:22]([O:21][C:20]2[CH:33]=[CH:34][C:35]([CH2:36][N:37]3[CH2:38][CH2:39][CH2:41][CH2:42]3)=[C:18]([C:79]([F:82])([F:81])[F:80])[CH:19]=2)[CH2:25]1. The yield is 0.200. No catalyst specified. (9) The reactants are [CH:1]([C:4]1[C:8]([CH2:9][CH2:10][CH2:11][OH:12])=[CH:7][N:6]([C:13]2[CH:18]=[CH:17][C:16]([C:19]([F:22])([F:21])[F:20])=[CH:15][N:14]=2)[N:5]=1)([CH3:3])[CH3:2].O[C:24]1[CH:25]=[C:26]([CH2:32][CH2:33][C:34]([O:36]CC)=[O:35])[CH:27]=[CH:28][C:29]=1[O:30][CH3:31].C(P(CCCC)CCCC)CCC.N(C(N1CCCCC1)=O)=NC(N1CCCCC1)=O. The catalyst is O1CCCC1. The product is [CH:1]([C:4]1[C:8]([CH2:9][CH2:10][CH2:11][O:12][C:28]2[CH:27]=[C:26]([CH2:32][CH2:33][C:34]([OH:36])=[O:35])[CH:25]=[CH:24][C:29]=2[O:30][CH3:31])=[CH:7][N:6]([C:13]2[CH:18]=[CH:17][C:16]([C:19]([F:21])([F:20])[F:22])=[CH:15][N:14]=2)[N:5]=1)([CH3:3])[CH3:2]. The yield is 0.570. (10) The reactants are [N:1]([C@@H:4]([CH2:18][CH:19]1[CH2:24][CH2:23][NH:22][CH2:21][CH2:20]1)[C:5]([NH:7][C:8]1[CH:9]=[N:10][C:11]2[C:16]([CH:17]=1)=[CH:15][CH:14]=[CH:13][CH:12]=2)=[O:6])=[N+:2]=[N-:3].[CH3:25][C:26]([O:29][C:30](O[C:30]([O:29][C:26]([CH3:28])([CH3:27])[CH3:25])=[O:31])=[O:31])([CH3:28])[CH3:27]. The catalyst is C(Cl)Cl. The product is [N:1]([C@H:4]([C:5](=[O:6])[NH:7][C:8]1[CH:9]=[N:10][C:11]2[C:16]([CH:17]=1)=[CH:15][CH:14]=[CH:13][CH:12]=2)[CH2:18][CH:19]1[CH2:24][CH2:23][N:22]([C:30]([O:29][C:26]([CH3:28])([CH3:27])[CH3:25])=[O:31])[CH2:21][CH2:20]1)=[N+:2]=[N-:3]. The yield is 0.730.